From a dataset of Catalyst prediction with 721,799 reactions and 888 catalyst types from USPTO. Predict which catalyst facilitates the given reaction. (1) Reactant: C[O:2][C:3](=[O:33])[CH2:4][O:5][C:6]1[CH:15]=[CH:14][C:13]([F:16])=[C:12]2[C:7]=1[C:8]([O:29][CH:30]([F:32])[F:31])=[C:9]([CH2:19][C:20]1[CH:25]=[CH:24][C:23]([C:26](=[O:28])[CH3:27])=[CH:22][CH:21]=1)[C:10]([CH2:17][CH3:18])=[N:11]2.[OH-].[Li+]. Product: [C:26]([C:23]1[CH:24]=[CH:25][C:20]([CH2:19][C:9]2[C:10]([CH2:17][CH3:18])=[N:11][C:12]3[C:7]([C:8]=2[O:29][CH:30]([F:32])[F:31])=[C:6]([O:5][CH2:4][C:3]([OH:33])=[O:2])[CH:15]=[CH:14][C:13]=3[F:16])=[CH:21][CH:22]=1)(=[O:28])[CH3:27]. The catalyst class is: 5. (2) Reactant: [CH3:1][C:2]1[C:18]([CH2:19][C:20]2[C:29]3[C:24](=[CH:25][CH:26]=[CH:27][CH:28]=3)[CH:23]=[CH:22][CH:21]=2)=[C:5]2[N:6]=[C:7]([N:12]3[CH2:17][CH2:16][O:15][CH2:14][CH2:13]3)[CH:8]=[C:9]([C:10]#[N:11])[N:4]2[N:3]=1.[N-:30]=[N+:31]=[N-:32].[Na+].[Cl-].[NH4+]. Product: [CH3:1][C:2]1[C:18]([CH2:19][C:20]2[C:29]3[C:24](=[CH:25][CH:26]=[CH:27][CH:28]=3)[CH:23]=[CH:22][CH:21]=2)=[C:5]2[N:6]=[C:7]([N:12]3[CH2:17][CH2:16][O:15][CH2:14][CH2:13]3)[CH:8]=[C:9]([C:10]3[NH:32][N:31]=[N:30][N:11]=3)[N:4]2[N:3]=1. The catalyst class is: 9. (3) Reactant: [CH3:1][O:2][C:3]([C@@H:5]1[O:9][C:8](=[O:10])[N:7]([C:11]2[CH:22]=[CH:21][C:14]3[N:15]([CH3:20])[C:16](=O)[CH2:17][S:18][C:13]=3[CH:12]=2)[CH2:6]1)=[O:4].COC1C=CC(P2(SP(C3C=CC(OC)=CC=3)(=S)S2)=[S:32])=CC=1. Product: [CH3:1][O:2][C:3]([C@@H:5]1[O:9][C:8](=[O:10])[N:7]([C:11]2[CH:22]=[CH:21][C:14]3[N:15]([CH3:20])[C:16](=[S:32])[CH2:17][S:18][C:13]=3[CH:12]=2)[CH2:6]1)=[O:4]. The catalyst class is: 12.